This data is from NCI-60 drug combinations with 297,098 pairs across 59 cell lines. The task is: Regression. Given two drug SMILES strings and cell line genomic features, predict the synergy score measuring deviation from expected non-interaction effect. (1) Drug 1: CC1CCC2CC(C(=CC=CC=CC(CC(C(=O)C(C(C(=CC(C(=O)CC(OC(=O)C3CCCCN3C(=O)C(=O)C1(O2)O)C(C)CC4CCC(C(C4)OC)O)C)C)O)OC)C)C)C)OC. Drug 2: CC1=C(N=C(N=C1N)C(CC(=O)N)NCC(C(=O)N)N)C(=O)NC(C(C2=CN=CN2)OC3C(C(C(C(O3)CO)O)O)OC4C(C(C(C(O4)CO)O)OC(=O)N)O)C(=O)NC(C)C(C(C)C(=O)NC(C(C)O)C(=O)NCCC5=NC(=CS5)C6=NC(=CS6)C(=O)NCCC[S+](C)C)O. Cell line: COLO 205. Synergy scores: CSS=7.29, Synergy_ZIP=-2.60, Synergy_Bliss=3.50, Synergy_Loewe=1.05, Synergy_HSA=2.77. (2) Drug 1: CS(=O)(=O)OCCCCOS(=O)(=O)C. Drug 2: CCC1(C2=C(COC1=O)C(=O)N3CC4=CC5=C(C=CC(=C5CN(C)C)O)N=C4C3=C2)O.Cl. Cell line: DU-145. Synergy scores: CSS=34.6, Synergy_ZIP=-4.69, Synergy_Bliss=-4.40, Synergy_Loewe=-7.10, Synergy_HSA=-1.89. (3) Drug 1: CC1C(C(CC(O1)OC2CC(CC3=C2C(=C4C(=C3O)C(=O)C5=C(C4=O)C(=CC=C5)OC)O)(C(=O)C)O)N)O.Cl. Drug 2: C1=CC=C(C=C1)NC(=O)CCCCCCC(=O)NO. Cell line: CAKI-1. Synergy scores: CSS=46.2, Synergy_ZIP=-6.99, Synergy_Bliss=-2.48, Synergy_Loewe=-19.5, Synergy_HSA=1.51. (4) Drug 1: CCCS(=O)(=O)NC1=C(C(=C(C=C1)F)C(=O)C2=CNC3=C2C=C(C=N3)C4=CC=C(C=C4)Cl)F. Drug 2: C1=NC2=C(N=C(N=C2N1C3C(C(C(O3)CO)O)O)F)N. Cell line: K-562. Synergy scores: CSS=12.4, Synergy_ZIP=5.06, Synergy_Bliss=8.03, Synergy_Loewe=-29.0, Synergy_HSA=5.29. (5) Drug 1: CCC1=CC2CC(C3=C(CN(C2)C1)C4=CC=CC=C4N3)(C5=C(C=C6C(=C5)C78CCN9C7C(C=CC9)(C(C(C8N6C)(C(=O)OC)O)OC(=O)C)CC)OC)C(=O)OC.C(C(C(=O)O)O)(C(=O)O)O. Drug 2: C1=CC(=C2C(=C1NCCNCCO)C(=O)C3=C(C=CC(=C3C2=O)O)O)NCCNCCO. Cell line: KM12. Synergy scores: CSS=59.7, Synergy_ZIP=1.58, Synergy_Bliss=-2.35, Synergy_Loewe=4.88, Synergy_HSA=5.87. (6) Drug 1: CC1=C2C(C(=O)C3(C(CC4C(C3C(C(C2(C)C)(CC1OC(=O)C(C(C5=CC=CC=C5)NC(=O)C6=CC=CC=C6)O)O)OC(=O)C7=CC=CC=C7)(CO4)OC(=O)C)O)C)OC(=O)C. Drug 2: CC1C(C(CC(O1)OC2CC(CC3=C2C(=C4C(=C3O)C(=O)C5=C(C4=O)C(=CC=C5)OC)O)(C(=O)CO)O)N)O.Cl. Cell line: K-562. Synergy scores: CSS=40.4, Synergy_ZIP=-4.52, Synergy_Bliss=-5.78, Synergy_Loewe=-11.4, Synergy_HSA=-3.95. (7) Drug 1: CC(C1=C(C=CC(=C1Cl)F)Cl)OC2=C(N=CC(=C2)C3=CN(N=C3)C4CCNCC4)N. Drug 2: C1=NC2=C(N=C(N=C2N1C3C(C(C(O3)CO)O)F)Cl)N. Cell line: HL-60(TB). Synergy scores: CSS=49.7, Synergy_ZIP=-4.64, Synergy_Bliss=-6.74, Synergy_Loewe=-28.8, Synergy_HSA=-8.24.